This data is from Reaction yield outcomes from USPTO patents with 853,638 reactions. The task is: Predict the reaction yield, written as a fraction of the theoretical maximum amount of product (1.0 means a 100% yield; for example, 0.34 means a 34% yield). (1) The reactants are [NH2:1][C:2]1[C:13]([Br:14])=[CH:12][C:5]([C:6]([O:8][CH:9]([CH3:11])[CH3:10])=[O:7])=[CH:4][N:3]=1.Cl[CH2:16][C:17](=O)[CH3:18]. The catalyst is C(#N)CC. The product is [Br:14][C:13]1[C:2]2[N:3]([CH:16]=[C:17]([CH3:18])[N:1]=2)[CH:4]=[C:5]([C:6]([O:8][CH:9]([CH3:11])[CH3:10])=[O:7])[CH:12]=1. The yield is 0.480. (2) The reactants are [NH2:1][C:2]1[C:7]([OH:8])=[CH:6][CH:5]=[CH:4][N:3]=1.[C:9]([O:13][C:14]([N:16]1[CH2:21][CH2:20][C:19](=O)[CH2:18][CH2:17]1)=[O:15])([CH3:12])([CH3:11])[CH3:10].[O-]S([O-])(=O)=O.[Na+].[Na+].C(O[BH-](OC(=O)C)OC(=O)C)(=O)C.[Na+]. The catalyst is C(Cl)Cl.CC(O)=O. The product is [C:9]([O:13][C:14]([N:16]1[CH2:21][CH2:20][CH:19]([NH:1][C:2]2[C:7]([OH:8])=[CH:6][CH:5]=[CH:4][N:3]=2)[CH2:18][CH2:17]1)=[O:15])([CH3:12])([CH3:10])[CH3:11]. The yield is 0.480. (3) The reactants are [Br:1][C:2]1[C:7]([CH:8]=[O:9])=[C:6]([F:10])[C:5]([O:11]C)=[CH:4][CH:3]=1.B(Br)(Br)Br. The catalyst is ClCCl. The product is [Br:1][C:2]1[C:7]([CH:8]=[O:9])=[C:6]([F:10])[C:5]([OH:11])=[CH:4][CH:3]=1. The yield is 0.860. (4) The reactants are [CH2:1]([O:8][C:9]1[CH:14]=[CH:13][CH:12]=[C:11]([O:15][CH3:16])[C:10]=1Br)[C:2]1[CH:7]=[CH:6][CH:5]=[CH:4][CH:3]=1.C([Li])CCC.C[O:24][B:25](OC)[O:26]C. The catalyst is C1COCC1. The product is [CH2:1]([O:8][C:9]1[CH:14]=[CH:13][CH:12]=[C:11]([O:15][CH3:16])[C:10]=1[B:25]([OH:26])[OH:24])[C:2]1[CH:7]=[CH:6][CH:5]=[CH:4][CH:3]=1. The yield is 0.460.